This data is from Full USPTO retrosynthesis dataset with 1.9M reactions from patents (1976-2016). The task is: Predict the reactants needed to synthesize the given product. (1) Given the product [CH2:1]([C:3]1[CH:4]=[C:5]([C:6]2[O:7][N:49]=[C:47]([CH3:48])[N:46]=2)[CH:9]=[CH:10][C:11]=1[N:12]([CH3:23])[C:13]1[CH:14]=[C:15]2[N:21]([CH3:22])[CH:20]=[N:19][C:16]2=[CH:17][N:18]=1)[CH3:2], predict the reactants needed to synthesize it. The reactants are: [CH2:1]([C:3]1[CH:4]=[C:5]([CH:9]=[CH:10][C:11]=1[N:12]([CH3:23])[C:13]1[N:18]=[CH:17][C:16]2[N:19]=[CH:20][N:21]([CH3:22])[C:15]=2[CH:14]=1)[C:6]([O-])=[O:7])[CH3:2].[Na+].Cl.CN(C)CCCN=C=NCC.OC1C=CC=C[N+]=1[O-].O[N:46]=[C:47]([NH2:49])[CH3:48]. (2) Given the product [Br:1][C:2]1[N:3]=[CH:4][C:5](=[O:8])[N:6]([CH2:12][CH2:13][O:14][Si:15]([C:18]([CH3:21])([CH3:20])[CH3:19])([CH3:17])[CH3:16])[CH:7]=1, predict the reactants needed to synthesize it. The reactants are: [Br:1][C:2]1[N:3]=[CH:4][C:5]([OH:8])=[N:6][CH:7]=1.[H-].[Na+].Br[CH2:12][CH2:13][O:14][Si:15]([C:18]([CH3:21])([CH3:20])[CH3:19])([CH3:17])[CH3:16].